Dataset: Reaction yield outcomes from USPTO patents with 853,638 reactions. Task: Predict the reaction yield, written as a fraction of the theoretical maximum amount of product (1.0 means a 100% yield; for example, 0.34 means a 34% yield). The reactants are [C:1]([O:5][C:6]([N:8]1[C@@H:17]([C:18](O)=[O:19])[CH2:16][C:15]2[C:10](=[CH:11][CH:12]=[CH:13][CH:14]=2)[CH2:9]1)=[O:7])([CH3:4])([CH3:3])[CH3:2].C(N(CC)CC)C.ClC(OCC(C)C)=O.[NH2:36][C@H:37]([C:39]1[CH:48]=[CH:47][C:42]([C:43]([O:45][CH3:46])=[O:44])=[CH:41][CH:40]=1)[CH3:38]. The catalyst is ClCCl. The product is [CH3:46][O:45][C:43]([C:42]1[CH:47]=[CH:48][C:39]([C@@H:37]([NH:36][C:18]([C@H:17]2[CH2:16][C:15]3[C:10](=[CH:11][CH:12]=[CH:13][CH:14]=3)[CH2:9][N:8]2[C:6]([O:5][C:1]([CH3:4])([CH3:3])[CH3:2])=[O:7])=[O:19])[CH3:38])=[CH:40][CH:41]=1)=[O:44]. The yield is 0.970.